Predict the reaction yield, written as a fraction of the theoretical maximum amount of product (1.0 means a 100% yield; for example, 0.34 means a 34% yield). From a dataset of Reaction yield outcomes from USPTO patents with 853,638 reactions. (1) The reactants are Br[C:2]1[C:11]2[C:6](=[CH:7][C:8]([C:12]3[CH:17]=[CH:16][CH:15]=[C:14]([OH:18])[CH:13]=3)=[CH:9][CH:10]=2)[CH:5]=[CH:4][C:3]=1[OH:19].B(O)(O)[C:21]1[CH:26]=[CH:25][CH:24]=[N:23][CH:22]=1. No catalyst specified. The product is [OH:18][C:14]1[CH:13]=[C:12]([C:8]2[CH:7]=[C:6]3[C:11](=[CH:10][CH:9]=2)[C:2]([C:21]2[CH:22]=[N:23][CH:24]=[CH:25][CH:26]=2)=[C:3]([OH:19])[CH:4]=[CH:5]3)[CH:17]=[CH:16][CH:15]=1. The yield is 0.590. (2) The reactants are [CH2:1]([S:8][C:9]([CH3:36])([CH:33]=[N:34]O)[CH2:10][NH:11][C:12]([C:14]1[NH:15][C:16]2[C:21]([CH:22]=1)=[CH:20][CH:19]=[CH:18][C:17]=2[N:23]([CH3:32])[S:24]([C:27]1[S:28][CH:29]=[CH:30][CH:31]=1)(=[O:26])=[O:25])=[O:13])[C:2]1[CH:7]=[CH:6][CH:5]=[CH:4][CH:3]=1.FC(F)(F)S(OS(C(F)(F)F)(=O)=O)(=O)=O. The catalyst is N1C=CC=CC=1. The product is [CH2:1]([S:8][C:9]([C:33]#[N:34])([CH3:36])[CH2:10][NH:11][C:12]([C:14]1[NH:15][C:16]2[C:21]([CH:22]=1)=[CH:20][CH:19]=[CH:18][C:17]=2[N:23]([CH3:32])[S:24]([C:27]1[S:28][CH:29]=[CH:30][CH:31]=1)(=[O:26])=[O:25])=[O:13])[C:2]1[CH:3]=[CH:4][CH:5]=[CH:6][CH:7]=1. The yield is 0.450. (3) The reactants are [CH3:1][C:2]1[CH:3]=[C:4]([NH:31][C:32](=[O:38])[C:33]([O:35][CH2:36][CH3:37])=[O:34])[CH:5]=[C:6]([CH3:30])[C:7]=1[O:8][C:9]1[CH:10]=[C:11]2[C:15](=[CH:16][CH:17]=1)[N:14](C(OC(C)(C)C)=O)[N:13]=[C:12]2[CH2:25][CH2:26][CH2:27][CH2:28][CH3:29].FC(F)(F)C(O)=O. The catalyst is C(Cl)Cl. The product is [CH2:36]([O:35][C:33](=[O:34])[C:32]([NH:31][C:4]1[CH:5]=[C:6]([CH3:30])[C:7]([O:8][C:9]2[CH:10]=[C:11]3[C:15](=[CH:16][CH:17]=2)[NH:14][N:13]=[C:12]3[CH2:25][CH2:26][CH2:27][CH2:28][CH3:29])=[C:2]([CH3:1])[CH:3]=1)=[O:38])[CH3:37]. The yield is 0.990. (4) The reactants are [CH2:1]([O:8][C@H:9]1[C@H:14]([O:15][CH2:16][C:17]2[CH:22]=[CH:21][CH:20]=[CH:19][CH:18]=2)[C@H:13]([O:23][CH2:24][C:25]2[CH:30]=[CH:29][CH:28]=[CH:27][CH:26]=2)[C@H:12]([CH2:31][O:32][CH2:33][C:34]2[CH:39]=[CH:38][CH:37]=[CH:36][CH:35]=2)[O:11][C@@H:10]1[CH2:40]C([O-])=O)[C:2]1[CH:7]=[CH:6][CH:5]=[CH:4][CH:3]=1.B(F)(F)F.CCOCC.C(#[N:55])C. No catalyst specified. The product is [CH2:1]([O:8][C@@H:9]1[C@@H:14]([O:15][CH2:16][C:17]2[CH:22]=[CH:21][CH:20]=[CH:19][CH:18]=2)[C@H:13]([O:23][CH2:24][C:25]2[CH:30]=[CH:29][CH:28]=[CH:27][CH:26]=2)[C@H:12]([CH2:31][O:32][CH2:33][C:34]2[CH:39]=[CH:38][CH:37]=[CH:36][CH:35]=2)[O:11][C@@H:10]1[C:40]#[N:55])[C:2]1[CH:7]=[CH:6][CH:5]=[CH:4][CH:3]=1. The yield is 0.510. (5) The reactants are [NH2:1][C:2]1[CH:7]=[CH:6][C:5]([Br:8])=[CH:4][C:3]=1[CH2:9][C:10]#[N:11].[N:12]([O-])=O.[Na+].[OH-].[NH4+]. The catalyst is Cl.O. The product is [Br:8][C:5]1[CH:4]=[C:3]2[C:2](=[CH:7][CH:6]=1)[NH:1][N:12]=[C:9]2[C:10]#[N:11]. The yield is 0.600.